From a dataset of Forward reaction prediction with 1.9M reactions from USPTO patents (1976-2016). Predict the product of the given reaction. (1) Given the reactants O.C1(C)C=CC(S(O)(=O)=O)=CC=1.[CH2:13]([O:20][C:21]1[CH:22]=[C:23]([CH2:28][OH:29])[CH:24]=[CH:25][C:26]=1[I:27])[C:14]1[CH:19]=[CH:18][CH:17]=[CH:16][CH:15]=1.[O:30]1[CH:35]=[CH:34][CH2:33][CH2:32][CH2:31]1, predict the reaction product. The product is: [CH2:13]([O:20][C:21]1[CH:22]=[C:23]([CH:24]=[CH:25][C:26]=1[I:27])[CH2:28][O:29][CH:31]1[CH2:32][CH2:33][CH2:34][CH2:35][O:30]1)[C:14]1[CH:15]=[CH:16][CH:17]=[CH:18][CH:19]=1. (2) Given the reactants [Cl:1][C:2]1[CH:8]=[CH:7][C:5]([NH2:6])=[C:4]([N:9]2[CH2:14][CH2:13][N:12]([CH2:15][CH2:16][C:17]([F:20])([F:19])[F:18])[CH2:11][CH2:10]2)[CH:3]=1.C(OC([N:28]1[CH2:36][C:35]2[C:30](=[CH:31][CH:32]=[C:33]([C:37](O)=[O:38])[CH:34]=2)[CH2:29]1)=O)(C)(C)C.CN(C(ON1N=NC2C=CC=NC1=2)=[N+](C)C)C.F[P-](F)(F)(F)(F)F.CCN(C(C)C)C(C)C, predict the reaction product. The product is: [Cl:1][C:2]1[CH:8]=[CH:7][C:5]([NH:6][C:37]([C:33]2[CH:34]=[C:35]3[C:30](=[CH:31][CH:32]=2)[CH2:29][NH:28][CH2:36]3)=[O:38])=[C:4]([N:9]2[CH2:14][CH2:13][N:12]([CH2:15][CH2:16][C:17]([F:19])([F:18])[F:20])[CH2:11][CH2:10]2)[CH:3]=1. (3) Given the reactants [CH3:1][C:2]1[C:22]([C:23]([O:25]CC)=[O:24])=[C:5]2[CH:6]=[C:7]([CH3:21])[CH:8]=[C:9]([O:10][CH2:11][C:12]3[C:17]([F:18])=[CH:16][CH:15]=[C:14]([F:19])[C:13]=3[F:20])[N:4]2[N:3]=1.[OH-].[Na+].Cl, predict the reaction product. The product is: [CH3:1][C:2]1[C:22]([C:23]([OH:25])=[O:24])=[C:5]2[CH:6]=[C:7]([CH3:21])[CH:8]=[C:9]([O:10][CH2:11][C:12]3[C:17]([F:18])=[CH:16][CH:15]=[C:14]([F:19])[C:13]=3[F:20])[N:4]2[N:3]=1.